Dataset: CYP2D6 inhibition data for predicting drug metabolism from PubChem BioAssay. Task: Regression/Classification. Given a drug SMILES string, predict its absorption, distribution, metabolism, or excretion properties. Task type varies by dataset: regression for continuous measurements (e.g., permeability, clearance, half-life) or binary classification for categorical outcomes (e.g., BBB penetration, CYP inhibition). Dataset: cyp2d6_veith. (1) The molecule is O=C(Oc1ccc2cc(Br)ccc2c1)c1cccnc1. The result is 0 (non-inhibitor). (2) The compound is Cc1ccc(NC(=O)c2cc(N3C(=O)C4CC=CCC4C3=O)ccc2N2CCOCC2)cc1Cl. The result is 0 (non-inhibitor).